Dataset: Reaction yield outcomes from USPTO patents with 853,638 reactions. Task: Predict the reaction yield, written as a fraction of the theoretical maximum amount of product (1.0 means a 100% yield; for example, 0.34 means a 34% yield). (1) The reactants are CO[CH:3](OC)[N:4]([CH3:6])[CH3:5].[Cl:9][C:10]1[CH:18]=[CH:17][CH:16]=[CH:15][C:11]=1[CH2:12][C:13]#[N:14]. No catalyst specified. The product is [Cl:9][C:10]1[CH:18]=[CH:17][CH:16]=[CH:15][C:11]=1/[C:12](=[CH:3]/[N:4]([CH3:6])[CH3:5])/[C:13]#[N:14]. The yield is 0.920. (2) The reactants are [Cl-].[CH3:2][O:3][CH2:4][P+](C1C=CC=CC=1)(C1C=CC=CC=1)C1C=CC=CC=1.CC(C)([O-])C.[K+].[Cl:30][C:31]1[CH:38]=[CH:37][CH:36]=[CH:35][C:32]=1[CH:33]=O. The catalyst is O1CCCC1. The product is [Cl:30][C:31]1[CH:38]=[CH:37][CH:36]=[CH:35][C:32]=1[CH:33]=[CH:2][O:3][CH3:4]. The yield is 1.00. (3) The reactants are [CH2:1]([O:3][C:4](=[O:11])[CH2:5][CH:6](Br)[C:7](=O)[CH3:8])[CH3:2].C(N(CC)CC)C.[C:19]([SiH2:23][O:24][C:25]([C:39]1[CH:44]=[CH:43][CH:42]=[CH:41][CH:40]=1)([C:33]1[CH:38]=[CH:37][CH:36]=[CH:35][CH:34]=1)[C:26]1[CH:27]=[CH:28][C:29]([NH2:32])=[N:30][CH:31]=1)([CH3:22])([CH3:21])[CH3:20]. The catalyst is C(O)(C)C. The product is [CH2:1]([O:3][C:4](=[O:11])[CH2:5][C:6]1[N:30]2[CH:31]=[C:26]([C:25]([C:33]3[CH:34]=[CH:35][CH:36]=[CH:37][CH:38]=3)([C:39]3[CH:40]=[CH:41][CH:42]=[CH:43][CH:44]=3)[O:24][SiH2:23][C:19]([CH3:22])([CH3:20])[CH3:21])[CH:27]=[CH:28][C:29]2=[N:32][C:7]=1[CH3:8])[CH3:2]. The yield is 0.550. (4) The reactants are [CH:1]([C:3]1[CH:11]=[CH:10][C:6]([C:7]([OH:9])=[O:8])=[CH:5][CH:4]=1)=O.[F:12][C:13]1[CH:19]=[CH:18][CH:17]=[CH:16][C:14]=1[NH2:15].[B][B][B][B][B][B][B][B][B][B]. The catalyst is CO. The product is [F:12][C:13]1[CH:19]=[CH:18][CH:17]=[CH:16][C:14]=1[NH:15][CH2:1][C:3]1[CH:11]=[CH:10][C:6]([C:7]([OH:9])=[O:8])=[CH:5][CH:4]=1. The yield is 0.990. (5) The reactants are [OH:1][C@H:2]([C:22]1[CH:23]=[N:24][CH:25]=[CH:26][CH:27]=1)[CH2:3][NH:4][C@H:5]([CH3:21])[CH2:6][C:7]1[C:15]2[C:10](=[C:11]([O:16][CH2:17][C:18]([OH:20])=[O:19])[CH:12]=[CH:13][CH:14]=2)[NH:9][CH:8]=1.[C:28](=O)([O-])[O-].[K+].[K+].CN(C)[CH:36]=[O:37].[C:39](=O)([O-:50])[O:40][C:41]1(C(I)C)[CH2:46][CH2:45][CH2:44][CH2:43][CH2:42]1. The catalyst is [Cl-].[Na+].O. The product is [CH:41]1([O:40][C:39]([O:37][CH:36]([O:19][C:18](=[O:20])[CH2:17][O:16][C:11]2[CH:12]=[CH:13][CH:14]=[C:15]3[C:10]=2[NH:9][CH:8]=[C:7]3[CH2:6][C@H:5]([NH:4][CH2:3][C@H:2]([OH:1])[C:22]2[CH:23]=[N:24][CH:25]=[CH:26][CH:27]=2)[CH3:21])[CH3:28])=[O:50])[CH2:46][CH2:45][CH2:44][CH2:43][CH2:42]1. The yield is 0.170. (6) The reactants are C([O:5][C:6]([CH:8]1[NH:12][CH:11]([CH2:13][C:14]([CH3:17])([CH3:16])[CH3:15])[C:10]2([C:25]3[C:20](=[CH:21][C:22]([Br:26])=[CH:23][CH:24]=3)[NH:19][C:18]2=[O:27])[CH:9]1[C:28]1[CH:33]=[CH:32][CH:31]=[C:30]([Cl:34])[C:29]=1[F:35])=[O:7])(C)(C)C.[F:36][C:37]([F:42])([F:41])[C:38]([OH:40])=[O:39]. The catalyst is ClCCl. The product is [F:36][C:37]([F:42])([F:41])[C:38]([OH:40])=[O:39].[Br:26][C:22]1[CH:21]=[C:20]2[NH:19][C:18](=[O:27])[C:10]3([CH:9]([C:28]4[CH:33]=[CH:32][CH:31]=[C:30]([Cl:34])[C:29]=4[F:35])[CH:8]([C:6]([OH:7])=[O:5])[NH:12][CH:11]3[CH2:13][C:14]([CH3:16])([CH3:15])[CH3:17])[C:25]2=[CH:24][CH:23]=1. The yield is 0.970. (7) The reactants are C(O[BH-](OC(=O)C)OC(=O)C)(=O)C.[Na+].[N:15]1[CH:20]=[CH:19][C:18]([C:21]2[CH:31]=[CH:30][C:24]3[CH2:25][CH2:26][NH:27][CH2:28][CH2:29][C:23]=3[CH:22]=2)=[CH:17][CH:16]=1.[C:32]1(=O)[CH2:35][CH2:34][CH2:33]1. The catalyst is ClCCl.CO. The product is [CH:32]1([N:27]2[CH2:26][CH2:25][C:24]3[CH:30]=[CH:31][C:21]([C:18]4[CH:19]=[CH:20][N:15]=[CH:16][CH:17]=4)=[CH:22][C:23]=3[CH2:29][CH2:28]2)[CH2:35][CH2:34][CH2:33]1. The yield is 0.800. (8) The reactants are I[C:2]1[CH:7]=[CH:6][C:5]([C:8]([F:11])([F:10])[F:9])=[CH:4][CH:3]=1.Br[C:13]([F:20])([F:19])[C:14]([O:16][CH2:17][CH3:18])=[O:15].O. The catalyst is CS(C)=O.CCOC(C)=O.[Cu]. The product is [F:19][C:13]([F:20])([C:2]1[CH:7]=[CH:6][C:5]([C:8]([F:11])([F:10])[F:9])=[CH:4][CH:3]=1)[C:14]([O:16][CH2:17][CH3:18])=[O:15]. The yield is 0.640.